From a dataset of Forward reaction prediction with 1.9M reactions from USPTO patents (1976-2016). Predict the product of the given reaction. (1) Given the reactants [Cl:1][C:2]1[CH:9]=[CH:8][C:5]([CH2:6]Cl)=[CH:4][CH:3]=1.C([O:12][C:13](=[O:38])[C:14]([O:33][CH2:34][CH2:35][CH2:36][CH3:37])([CH3:32])[CH2:15][C:16]1[CH:21]=[CH:20][C:19]([O:22][CH2:23][CH2:24][CH:25]2[CH2:29][NH:28][C:27](=[O:30])[N:26]2[CH3:31])=[CH:18][CH:17]=1)C.[H-].[Na+], predict the reaction product. The product is: [CH2:34]([O:33][C:14]([CH3:32])([CH2:15][C:16]1[CH:21]=[CH:20][C:19]([O:22][CH2:23][CH2:24][CH:25]2[CH2:29][N:28]([CH2:6][C:5]3[CH:8]=[CH:9][C:2]([Cl:1])=[CH:3][CH:4]=3)[C:27](=[O:30])[N:26]2[CH3:31])=[CH:18][CH:17]=1)[C:13]([OH:38])=[O:12])[CH2:35][CH2:36][CH3:37]. (2) Given the reactants [O:1]=[C:2]1[CH2:5][CH:4]([C:6]#[N:7])[CH2:3]1.[CH2:8](O)[CH2:9][OH:10], predict the reaction product. The product is: [CH2:3]1[C:2]2([O:10][CH2:9][CH2:8][O:1]2)[CH2:5][CH:4]1[C:6]#[N:7]. (3) The product is: [C:7]([NH:11][C:12]1[N:6]2[C:2]([S:3][CH:4]=[CH:5]2)=[N:1][C:19]=1[C:14]1[CH:15]=[CH:16][CH:17]=[CH:18][N:13]=1)([CH3:10])([CH3:9])[CH3:8]. Given the reactants [NH2:1][C:2]1[S:3][CH:4]=[CH:5][N:6]=1.[C:7]([N+:11]#[C-:12])([CH3:10])([CH3:9])[CH3:8].[N:13]1[CH:18]=[CH:17][CH:16]=[CH:15][C:14]=1[CH:19]=O, predict the reaction product. (4) The product is: [Cl:1][C:2]1[CH:7]=[CH:6][C:5]([S:8]([N:11]2[CH2:16][CH2:15][CH2:14][C@@H:13]([NH:17][C:18]3[N:23]=[C:22]([C:24]4[N:31]5[C:27]([S:28][CH:29]=[CH:30]5)=[N:26][C:25]=4[C:32]4[CH:33]=[C:34]([OH:38])[CH:35]=[CH:36][CH:37]=4)[CH:21]=[CH:20][N:19]=3)[CH2:12]2)(=[O:10])=[O:9])=[CH:4][CH:3]=1. Given the reactants [Cl:1][C:2]1[CH:7]=[CH:6][C:5]([S:8]([N:11]2[CH2:16][CH2:15][CH2:14][C@@H:13]([NH:17][C:18]3[N:23]=[C:22]([C:24]4[N:31]5[C:27]([S:28][CH:29]=[CH:30]5)=[N:26][C:25]=4[C:32]4[CH:37]=[CH:36][CH:35]=[C:34]([O:38]C)[CH:33]=4)[CH:21]=[CH:20][N:19]=3)[CH2:12]2)(=[O:10])=[O:9])=[CH:4][CH:3]=1.B(Br)(Br)Br, predict the reaction product. (5) Given the reactants Br[C:2]1[CH:7]=[CH:6][C:5]([O:8][CH3:9])=[C:4]([O:10][CH2:11][CH:12]2[CH2:14][CH2:13]2)[C:3]=1[O:15][CH2:16][O:17][CH3:18].C(=O)([O-])[O-].[Cs+].[Cs+].O.CC1(C)C(C)(C)OB([C:34]2[CH:42]=[CH:41][CH:40]=[C:39]3[C:35]=2[CH2:36][CH2:37][C:38]3=[O:43])O1, predict the reaction product. The product is: [CH:12]1([CH2:11][O:10][C:4]2[C:3]([O:15][CH2:16][O:17][CH3:18])=[C:2]([C:34]3[CH:42]=[CH:41][CH:40]=[C:39]4[C:35]=3[CH2:36][CH2:37][C:38]4=[O:43])[CH:7]=[CH:6][C:5]=2[O:8][CH3:9])[CH2:14][CH2:13]1. (6) Given the reactants CCN(C(C)C)C(C)C.[CH2:10]([N:12]1[CH:17]=[C:16]([C:18]2[CH:23]=[CH:22][CH:21]=[CH:20][CH:19]=2)[C:15](=[O:24])[C:14]([C:25]([OH:27])=O)=[CH:13]1)[CH3:11].CCOC(C(C#N)=NOC(N1CCOCC1)=[N+](C)C)=O.F[P-](F)(F)(F)(F)F.[NH2:55][C:56]1[CH:61]=[CH:60][C:59]([C:62]2[C:63]([NH2:78])=[N:64][CH:65]=[C:66]([C:68]3[CH:73]=[CH:72][C:71]([O:74][CH3:75])=[C:70]([O:76][CH3:77])[CH:69]=3)[CH:67]=2)=[CH:58][CH:57]=1, predict the reaction product. The product is: [NH2:78][C:63]1[C:62]([C:59]2[CH:58]=[CH:57][C:56]([NH:55][C:25]([C:14]3[C:15](=[O:24])[C:16]([C:18]4[CH:19]=[CH:20][CH:21]=[CH:22][CH:23]=4)=[CH:17][N:12]([CH2:10][CH3:11])[CH:13]=3)=[O:27])=[CH:61][CH:60]=2)=[CH:67][C:66]([C:68]2[CH:73]=[CH:72][C:71]([O:74][CH3:75])=[C:70]([O:76][CH3:77])[CH:69]=2)=[CH:65][N:64]=1. (7) Given the reactants [C:1]([O:5][C:6]([NH:8][C@@H:9]1[C@@H:14]2[CH2:15][C@@H:11]([CH:12]=[CH:13]2)[C@@H:10]1[C:16]([OH:18])=O)=[O:7])([CH3:4])([CH3:3])[CH3:2].C(OC(OC(OC(C)(C)C)=O)=O)(C)(C)C.[N:34]1C=CC=CC=1.O1CCOCC1.C(=O)(O)[O-].[NH4+], predict the reaction product. The product is: [C:1]([O:5][C:6](=[O:7])[NH:8][C@H:9]1[C@@H:10]([C:16](=[O:18])[NH2:34])[C@H:11]2[CH2:15][C@@H:14]1[CH:13]=[CH:12]2)([CH3:4])([CH3:3])[CH3:2]. (8) The product is: [CH:1]12[CH2:7][CH:4]([CH2:5][CH2:6]1)[CH2:3][CH:2]2[N:8]1[C:11](=[O:12])[C:10]([CH3:14])([CH3:13])[N:9]1[C:24]1[C:25]2[C:20](=[CH:19][CH:18]=[CH:17][CH:16]=2)[CH:21]=[CH:22][CH:23]=1. Given the reactants [CH:1]12[CH2:7][CH:4]([CH2:5][CH2:6]1)[CH2:3][CH:2]2[N:8]1[C:11](=[O:12])[C:10]([CH3:14])([CH3:13])[NH:9]1.Br[C:16]1[C:25]2[C:20](=[CH:21][CH:22]=[CH:23][CH:24]=2)[CH:19]=[CH:18][CH:17]=1, predict the reaction product.